Dataset: NCI-60 drug combinations with 297,098 pairs across 59 cell lines. Task: Regression. Given two drug SMILES strings and cell line genomic features, predict the synergy score measuring deviation from expected non-interaction effect. (1) Drug 1: C(CC(=O)O)C(=O)CN.Cl. Drug 2: C1C(C(OC1N2C=NC(=NC2=O)N)CO)O. Cell line: HCT116. Synergy scores: CSS=27.1, Synergy_ZIP=-3.10, Synergy_Bliss=-3.62, Synergy_Loewe=-19.9, Synergy_HSA=2.58. (2) Drug 1: CC12CCC(CC1=CCC3C2CCC4(C3CC=C4C5=CN=CC=C5)C)O. Drug 2: C1C(C(OC1N2C=NC3=C(N=C(N=C32)Cl)N)CO)O. Cell line: NCI-H522. Synergy scores: CSS=5.11, Synergy_ZIP=-2.38, Synergy_Bliss=-0.491, Synergy_Loewe=-3.64, Synergy_HSA=-0.798. (3) Drug 1: CC12CCC(CC1=CCC3C2CCC4(C3CC=C4C5=CN=CC=C5)C)O. Drug 2: CN(C(=O)NC(C=O)C(C(C(CO)O)O)O)N=O. Cell line: SF-539. Synergy scores: CSS=1.70, Synergy_ZIP=-3.31, Synergy_Bliss=-5.25, Synergy_Loewe=-7.04, Synergy_HSA=-4.76. (4) Drug 2: CC1C(C(CC(O1)OC2CC(CC3=C2C(=C4C(=C3O)C(=O)C5=CC=CC=C5C4=O)O)(C(=O)C)O)N)O. Cell line: SK-MEL-28. Drug 1: C1=CC=C(C=C1)NC(=O)CCCCCCC(=O)NO. Synergy scores: CSS=57.5, Synergy_ZIP=-6.16, Synergy_Bliss=-0.598, Synergy_Loewe=-6.06, Synergy_HSA=0.721. (5) Drug 1: CC12CCC(CC1=CCC3C2CCC4(C3CC=C4C5=CN=CC=C5)C)O. Drug 2: C1CCC(C(C1)N)N.C(=O)(C(=O)[O-])[O-].[Pt+4]. Cell line: SK-MEL-5. Synergy scores: CSS=5.30, Synergy_ZIP=-2.21, Synergy_Bliss=0.905, Synergy_Loewe=-4.03, Synergy_HSA=-0.902. (6) Drug 1: C1=CN(C(=O)N=C1N)C2C(C(C(O2)CO)O)(F)F. Drug 2: CC1(CCCN1)C2=NC3=C(C=CC=C3N2)C(=O)N. Cell line: T-47D. Synergy scores: CSS=38.6, Synergy_ZIP=6.28, Synergy_Bliss=5.81, Synergy_Loewe=-27.7, Synergy_HSA=4.22.